From a dataset of Reaction yield outcomes from USPTO patents with 853,638 reactions. Predict the reaction yield, written as a fraction of the theoretical maximum amount of product (1.0 means a 100% yield; for example, 0.34 means a 34% yield). (1) The reactants are Br[C:2]1[C:3]([F:28])=[C:4]([N:8]2[CH:13]=[C:12]([O:14][CH3:15])[C:11](=[O:16])[C:10]([C:17]3[N:21]([C:22]4[CH:27]=[CH:26][CH:25]=[CH:24][CH:23]=4)[N:20]=[CH:19][CH:18]=3)=[N:9]2)[CH:5]=[CH:6][CH:7]=1.CC1(C)C(C)(C)OB([C:37]2[CH2:38][CH2:39][O:40][CH2:41][CH:42]=2)O1.C([O-])([O-])=O.[Na+].[Na+]. The catalyst is COCCOC.O.C([O-])(O)=O.[Na+].C1C=CC([P]([Pd]([P](C2C=CC=CC=2)(C2C=CC=CC=2)C2C=CC=CC=2)([P](C2C=CC=CC=2)(C2C=CC=CC=2)C2C=CC=CC=2)[P](C2C=CC=CC=2)(C2C=CC=CC=2)C2C=CC=CC=2)(C2C=CC=CC=2)C2C=CC=CC=2)=CC=1. The product is [O:40]1[CH2:39][CH:38]=[C:37]([C:2]2[C:3]([F:28])=[C:4]([N:8]3[CH:13]=[C:12]([O:14][CH3:15])[C:11](=[O:16])[C:10]([C:17]4[N:21]([C:22]5[CH:27]=[CH:26][CH:25]=[CH:24][CH:23]=5)[N:20]=[CH:19][CH:18]=4)=[N:9]3)[CH:5]=[CH:6][CH:7]=2)[CH2:42][CH2:41]1. The yield is 0.850. (2) The reactants are [C:1]1([CH2:7][CH2:8][CH2:9][O:10][CH2:11][C@@H:12]2[CH2:16][CH2:15][N:14](C(OC(C)(C)C)=O)[CH2:13]2)[CH:6]=[CH:5][CH:4]=[CH:3][CH:2]=1.C(O)(C(F)(F)F)=O.O. The catalyst is C(Cl)Cl. The product is [C:1]1([CH2:7][CH2:8][CH2:9][O:10][CH2:11][C@@H:12]2[CH2:16][CH2:15][NH:14][CH2:13]2)[CH:2]=[CH:3][CH:4]=[CH:5][CH:6]=1. The yield is 0.530. (3) The reactants are [CH3:1][N:2]([C:11](=[O:16])[C:12]([CH3:15])([CH3:14])[CH3:13])[C:3]1[CH:10]=[CH:9][C:6]([C:7]#[N:8])=[CH:5][CH:4]=1. The catalyst is C1COCC1.C(O)(C)C.[Pd]. The product is [CH3:1][N:2]([C:11](=[O:16])[C:12]([CH3:14])([CH3:13])[CH3:15])[C:3]1[CH:4]=[CH:5][C:6]([CH2:7][NH2:8])=[CH:9][CH:10]=1. The yield is 0.730. (4) The reactants are [F:1][C:2]1([F:33])[CH2:7][CH2:6][CH:5]([NH:8][C:9]([C:11]2[C:15]([CH2:16][OH:17])=[C:14]([C:18]3[CH:23]=[CH:22][C:21]([OH:24])=[CH:20][CH:19]=3)[N:13]([C:25]3[CH:30]=[CH:29][C:28]([Cl:31])=[CH:27][C:26]=3[Cl:32])[N:12]=2)=[O:10])[CH2:4][CH2:3]1.C(N(CC)CC)C.[F:41][C:42]([F:50])([F:49])[CH2:43][CH2:44][S:45](Cl)(=[O:47])=[O:46].O. The catalyst is ClCCl. The product is [Cl:32][C:26]1[CH:27]=[C:28]([Cl:31])[CH:29]=[CH:30][C:25]=1[N:13]1[C:14]([C:18]2[CH:19]=[CH:20][C:21]([O:24][S:45]([CH2:44][CH2:43][C:42]([F:50])([F:49])[F:41])(=[O:47])=[O:46])=[CH:22][CH:23]=2)=[C:15]([CH2:16][OH:17])[C:11]([C:9](=[O:10])[NH:8][CH:5]2[CH2:6][CH2:7][C:2]([F:1])([F:33])[CH2:3][CH2:4]2)=[N:12]1. The yield is 0.270. (5) The reactants are [S:1]1[CH2:6][CH:5]=[C:4](OS(C(F)(F)F)(=O)=O)[CH2:3][CH2:2]1.[B:15]1([B:15]2[O:20][CH2:19][C:18]([CH3:22])([CH3:21])[CH2:17][O:16]2)[O:20][CH2:19][C:18]([CH3:22])([CH3:21])[CH2:17][O:16]1.CC([O-])=O.[K+].CCOC(C)=O. The catalyst is O1CCOCC1.C1C=CC(P(C2C=CC=CC=2)[C-]2C=CC=C2)=CC=1.C1C=CC(P(C2C=CC=CC=2)[C-]2C=CC=C2)=CC=1.Cl[Pd]Cl.[Fe+2]. The product is [S:1]1[CH2:6][CH:5]=[C:4]([B:15]2[O:20][CH2:19][C:18]([CH3:22])([CH3:21])[CH2:17][O:16]2)[CH2:3][CH2:2]1. The yield is 0.820.